This data is from Forward reaction prediction with 1.9M reactions from USPTO patents (1976-2016). The task is: Predict the product of the given reaction. (1) Given the reactants [CH3:1][C:2]1[CH:7]=[CH:6][C:5]([S:8]([C:11]2[CH:16]=[CH:15][CH:14]=[CH:13][CH:12]=2)(=[O:10])=[O:9])=[CH:4][C:3]=1[S:17]([NH:20][CH:21]1[CH2:26][CH2:25][NH:24][CH2:23][CH2:22]1)(=[O:19])=[O:18].N1C=CC=CC=1.[C:33]1([S:39](Cl)(=[O:41])=[O:40])[CH:38]=[CH:37][CH:36]=[CH:35][CH:34]=1, predict the reaction product. The product is: [CH3:1][C:2]1[CH:7]=[CH:6][C:5]([S:8]([C:11]2[CH:16]=[CH:15][CH:14]=[CH:13][CH:12]=2)(=[O:10])=[O:9])=[CH:4][C:3]=1[S:17]([NH:20][CH:21]1[CH2:26][CH2:25][N:24]([S:39]([C:33]2[CH:38]=[CH:37][CH:36]=[CH:35][CH:34]=2)(=[O:41])=[O:40])[CH2:23][CH2:22]1)(=[O:18])=[O:19]. (2) Given the reactants Cl.[CH3:2][C:3]1[C:7]([CH:8]([C:21]2[O:22][C:23]3[CH:29]=[CH:28][C:27]([CH2:30][C:31]([NH:33][CH:34]([C:41]4[CH:46]=[CH:45][C:44]([CH3:47])=[CH:43][C:42]=4[CH3:48])[C:35]4[CH:40]=[CH:39][CH:38]=[CH:37][CH:36]=4)=[O:32])=[CH:26][C:24]=3[CH:25]=2)[N:9]2[CH2:12][CH:11]([NH:13]C(=O)OC(C)(C)C)[CH2:10]2)=[C:6]([CH3:49])[O:5][N:4]=1, predict the reaction product. The product is: [NH2:13][CH:11]1[CH2:10][N:9]([CH:8]([C:7]2[C:3]([CH3:2])=[N:4][O:5][C:6]=2[CH3:49])[C:21]2[O:22][C:23]3[CH:29]=[CH:28][C:27]([CH2:30][C:31]([NH:33][CH:34]([C:41]4[CH:46]=[CH:45][C:44]([CH3:47])=[CH:43][C:42]=4[CH3:48])[C:35]4[CH:36]=[CH:37][CH:38]=[CH:39][CH:40]=4)=[O:32])=[CH:26][C:24]=3[CH:25]=2)[CH2:12]1. (3) Given the reactants Br[C:2]1[CH:3]=[CH:4][C:5]2[C:6]([CH:10]=1)=[N:7][S:8][N:9]=2.[C:11]([Cu])#[N:12], predict the reaction product. The product is: [C:11]([C:2]1[CH:3]=[CH:4][C:5]2=[N:9][S:8][N:7]=[C:6]2[CH:10]=1)#[N:12].